This data is from Forward reaction prediction with 1.9M reactions from USPTO patents (1976-2016). The task is: Predict the product of the given reaction. (1) Given the reactants Br[C:2]1[C:3]2[N:4]([N:8]=[C:9]([Cl:11])[N:10]=2)[CH:5]=[CH:6][CH:7]=1.[CH3:12][N:13]1[C:21]2[CH:20]=[CH:19][CH:18]=[C:17](B3OC(C)(C)C(C)(C)O3)[C:16]=2[CH2:15][NH:14]1, predict the reaction product. The product is: [Cl:11][C:9]1[N:10]=[C:3]2[C:2]([C:17]3[CH:18]=[CH:19][CH:20]=[C:21]4[C:16]=3[CH:15]=[N:14][N:13]4[CH3:12])=[CH:7][CH:6]=[CH:5][N:4]2[N:8]=1. (2) Given the reactants Cl[C:2]1[CH:7]=[CH:6][C:5]([N+:8]([O-:10])=[O:9])=[CH:4][N:3]=1.[Cl:11][C:12]1[CH:13]=[C:14]([OH:19])[CH:15]=[CH:16][C:17]=1[F:18].[H-].[Na+], predict the reaction product. The product is: [Cl:11][C:12]1[CH:13]=[C:14]([CH:15]=[CH:16][C:17]=1[F:18])[O:19][C:2]1[CH:7]=[CH:6][C:5]([N+:8]([O-:10])=[O:9])=[CH:4][N:3]=1. (3) Given the reactants [N:1]([CH2:4][CH2:5][CH2:6][CH2:7][C:8]1[CH:13]=[CH:12][CH:11]=[CH:10][CH:9]=1)=[C:2]=[O:3].[NH:14]1[C:18]2[CH:19]=[CH:20][CH:21]=[CH:22][C:17]=2[N:16]=[N:15]1, predict the reaction product. The product is: [C:8]1([CH2:7][CH2:6][CH2:5][CH2:4][NH:1][C:2]([N:14]2[C:18]3[CH:19]=[CH:20][CH:21]=[CH:22][C:17]=3[N:16]=[N:15]2)=[O:3])[CH:9]=[CH:10][CH:11]=[CH:12][CH:13]=1. (4) Given the reactants [CH3:1][S:2][C:3]1[CH:8]=[CH:7][C:6]([C:9]2[CH:14]=[CH:13][CH:12]=[C:11]([CH2:15][O:16][C:17]3[CH:22]=[CH:21][C:20]([C:23]4([CH2:27][C:28]([O:30]CC)=[O:29])[CH2:26][O:25][CH2:24]4)=[CH:19][CH:18]=3)[CH:10]=2)=[CH:5][CH:4]=1, predict the reaction product. The product is: [CH3:1][S:2][C:3]1[CH:8]=[CH:7][C:6]([C:9]2[CH:14]=[CH:13][CH:12]=[C:11]([CH2:15][O:16][C:17]3[CH:22]=[CH:21][C:20]([C:23]4([CH2:27][C:28]([OH:30])=[O:29])[CH2:24][O:25][CH2:26]4)=[CH:19][CH:18]=3)[CH:10]=2)=[CH:5][CH:4]=1. (5) Given the reactants [F:1][C:2]([F:40])([F:39])[C:3]1[CH:8]=[CH:7][C:6]([C:9]([F:12])([F:11])[F:10])=[CH:5][C:4]=1[C@H:13]([N:15]1[CH2:18][CH:17]([C@@H:19]2[CH2:24][O:23][C:22]3[CH:25]=[CH:26][C:27]([C@H:29]([CH:36]4[CH2:38][CH2:37]4)[C@H:30]([CH3:35])[C:31]([O:33]C)=[O:32])=[CH:28][C:21]=3[O:20]2)[CH2:16]1)C.CO.[Li+].[OH-].Cl, predict the reaction product. The product is: [F:40][C:2]([F:1])([F:39])[C:3]1[CH:8]=[CH:7][C:6]([C:9]([F:11])([F:12])[F:10])=[CH:5][C:4]=1[CH2:13][N:15]1[CH2:18][CH:17]([C@@H:19]2[CH2:24][O:23][C:22]3[CH:25]=[CH:26][C:27]([C@H:29]([CH:36]4[CH2:38][CH2:37]4)[C@H:30]([CH3:35])[C:31]([OH:33])=[O:32])=[CH:28][C:21]=3[O:20]2)[CH2:16]1. (6) Given the reactants C[O:2][C:3](=[O:28])[C:4]1[CH:9]=[CH:8][CH:7]=[C:6]([CH2:10][N:11]([C:21]([O:23][C:24]([CH3:27])([CH3:26])[CH3:25])=[O:22])[CH2:12][C:13]2[CH:18]=[CH:17][C:16]([Cl:19])=[CH:15][C:14]=2[Cl:20])[CH:5]=1.O.[OH-].[Na+].Cl, predict the reaction product. The product is: [C:24]([O:23][C:21]([N:11]([CH2:10][C:6]1[CH:5]=[C:4]([CH:9]=[CH:8][CH:7]=1)[C:3]([OH:28])=[O:2])[CH2:12][C:13]1[CH:18]=[CH:17][C:16]([Cl:19])=[CH:15][C:14]=1[Cl:20])=[O:22])([CH3:27])([CH3:25])[CH3:26].